From a dataset of NCI-60 drug combinations with 297,098 pairs across 59 cell lines. Regression. Given two drug SMILES strings and cell line genomic features, predict the synergy score measuring deviation from expected non-interaction effect. (1) Drug 1: CNC(=O)C1=NC=CC(=C1)OC2=CC=C(C=C2)NC(=O)NC3=CC(=C(C=C3)Cl)C(F)(F)F. Drug 2: CN1C2=C(C=C(C=C2)N(CCCl)CCCl)N=C1CCCC(=O)O.Cl. Cell line: MALME-3M. Synergy scores: CSS=-2.07, Synergy_ZIP=0.822, Synergy_Bliss=-0.583, Synergy_Loewe=-1.67, Synergy_HSA=-2.82. (2) Drug 1: C1CCC(C1)C(CC#N)N2C=C(C=N2)C3=C4C=CNC4=NC=N3. Drug 2: CC12CCC(CC1=CCC3C2CCC4(C3CC=C4C5=CN=CC=C5)C)O. Cell line: SK-OV-3. Synergy scores: CSS=2.94, Synergy_ZIP=-1.29, Synergy_Bliss=1.22, Synergy_Loewe=-0.865, Synergy_HSA=0.618. (3) Drug 1: CC1=C2C(C(=O)C3(C(CC4C(C3C(C(C2(C)C)(CC1OC(=O)C(C(C5=CC=CC=C5)NC(=O)OC(C)(C)C)O)O)OC(=O)C6=CC=CC=C6)(CO4)OC(=O)C)O)C)O. Drug 2: CC1C(C(CC(O1)OC2CC(CC3=C2C(=C4C(=C3O)C(=O)C5=CC=CC=C5C4=O)O)(C(=O)C)O)N)O. Cell line: SF-295. Synergy scores: CSS=38.2, Synergy_ZIP=-3.35, Synergy_Bliss=-1.08, Synergy_Loewe=0.886, Synergy_HSA=1.62. (4) Drug 1: CC1C(C(CC(O1)OC2CC(OC(C2O)C)OC3=CC4=CC5=C(C(=O)C(C(C5)C(C(=O)C(C(C)O)O)OC)OC6CC(C(C(O6)C)O)OC7CC(C(C(O7)C)O)OC8CC(C(C(O8)C)O)(C)O)C(=C4C(=C3C)O)O)O)O. Cell line: HOP-62. Synergy scores: CSS=7.26, Synergy_ZIP=-0.277, Synergy_Bliss=1.05, Synergy_Loewe=-1.41, Synergy_HSA=-1.26. Drug 2: CN(C(=O)NC(C=O)C(C(C(CO)O)O)O)N=O. (5) Drug 1: CC1=C(C(CCC1)(C)C)C=CC(=CC=CC(=CC(=O)O)C)C. Drug 2: C1CN(CCN1C(=O)CCBr)C(=O)CCBr. Cell line: BT-549. Synergy scores: CSS=13.3, Synergy_ZIP=-5.21, Synergy_Bliss=-1.66, Synergy_Loewe=-6.34, Synergy_HSA=-4.00.